From a dataset of Reaction yield outcomes from USPTO patents with 853,638 reactions. Predict the reaction yield, written as a fraction of the theoretical maximum amount of product (1.0 means a 100% yield; for example, 0.34 means a 34% yield). (1) The reactants are C1(S([N:10]2[CH:14]=[C:13]([C:15]([C:17]3[CH:22]=[C:21]([O:23][CH3:24])[C:20]([O:25][CH3:26])=[C:19]([O:27][CH3:28])[CH:18]=3)=[O:16])[N:12]=[C:11]2[C:29]2[C:37]3[C:32](=[CH:33][CH:34]=[CH:35][CH:36]=3)[N:31](S(C3C=CC=CC=3)(=O)=O)[CH:30]=2)(=O)=O)C=CC=CC=1.[OH-].[Na+]. The catalyst is C(O)C.O. The product is [NH:31]1[C:32]2[C:37](=[CH:36][CH:35]=[CH:34][CH:33]=2)[C:29]([C:11]2[NH:10][CH:14]=[C:13]([C:15]([C:17]3[CH:22]=[C:21]([O:23][CH3:24])[C:20]([O:25][CH3:26])=[C:19]([O:27][CH3:28])[CH:18]=3)=[O:16])[N:12]=2)=[CH:30]1. The yield is 0.600. (2) The reactants are [CH2:1]([O:8][C@@H:9]1[C@@:13]([CH2:23][OH:24])([CH2:14][O:15][CH2:16][C:17]2[CH:22]=[CH:21][CH:20]=[CH:19][CH:18]=2)[O:12][C@@H:11]([N:25]2[CH:33]=[C:31]([CH3:32])[C:29](=[O:30])[NH:28][C:26]2=[O:27])[C@@H:10]1[OH:34])[C:2]1[CH:7]=[CH:6][CH:5]=[CH:4][CH:3]=1.[C:35]1([CH3:45])[CH:40]=[CH:39][C:38]([S:41](Cl)(=[O:43])=[O:42])=[CH:37][CH:36]=1. The catalyst is CN(C1C=CN=CC=1)C.ClCCl. The product is [CH2:1]([O:8][C@@H:9]1[C@@:13]([CH2:23][O:24][S:41]([C:38]2[CH:39]=[CH:40][C:35]([CH3:45])=[CH:36][CH:37]=2)(=[O:43])=[O:42])([CH2:14][O:15][CH2:16][C:17]2[CH:22]=[CH:21][CH:20]=[CH:19][CH:18]=2)[O:12][C@@H:11]([N:25]2[CH:33]=[C:31]([CH3:32])[C:29](=[O:30])[NH:28][C:26]2=[O:27])[C@@H:10]1[O:34][S:41]([C:38]1[CH:39]=[CH:40][C:35]([CH3:45])=[CH:36][CH:37]=1)(=[O:43])=[O:42])[C:2]1[CH:3]=[CH:4][CH:5]=[CH:6][CH:7]=1. The yield is 0.800. (3) The catalyst is C(O)C.[Pd]. The product is [NH2:24][C:20]1[CH:19]=[C:18](/[C:16](=[C:15]2/[C:9]3[CH:8]=[C:7]4[C:32]([N:4]([CH:1]([CH3:3])[CH3:2])[N:5]=[CH:6]4)=[CH:31][C:10]=3[O:11][CH2:12][C:13]3[CH:30]=[CH:29][CH:28]=[CH:27][C:14]/2=3)/[CH3:17])[CH:23]=[CH:22][CH:21]=1. The reactants are [CH:1]([N:4]1[C:32]2[C:7](=[CH:8][C:9]3=[C:10]([CH:31]=2)[O:11][CH2:12][C:13]2[CH:30]=[CH:29][CH:28]=[CH:27][C:14]=2/[C:15]/3=[C:16](\[C:18]2[CH:23]=[CH:22][CH:21]=[C:20]([N+:24]([O-])=O)[CH:19]=2)/[CH3:17])[CH:6]=[N:5]1)([CH3:3])[CH3:2]. The yield is 0.540. (4) The reactants are [I:1][C:2]1[CH:7]=[CH:6][C:5]([O:8][CH2:9][CH2:10][O:11][CH3:12])=[C:4]([N+:13]([O-])=O)[CH:3]=1.O.O.Cl[Sn]Cl.Cl.[OH-].[Na+]. The catalyst is C(OCC)(=O)C. The product is [I:1][C:2]1[CH:7]=[CH:6][C:5]([O:8][CH2:9][CH2:10][O:11][CH3:12])=[C:4]([NH2:13])[CH:3]=1. The yield is 0.826. (5) The yield is 0.990. The product is [NH2:7][CH2:8][C:9]1[N:13]([CH:14]2[CH2:16][CH2:15]2)[C:12]([S:17][CH2:18][C:19]2[N:20]=[C:21]([NH:24][C:25]([NH:27][C:28]3[CH:33]=[CH:32][C:31]([CH3:34])=[CH:30][C:29]=3[C:35]([CH:37]3[CH2:38][CH2:39][CH2:40][CH2:41]3)=[O:36])=[O:26])[S:22][CH:23]=2)=[N:11][N:10]=1. No catalyst specified. The reactants are C(OC(=O)[NH:7][CH2:8][C:9]1[N:13]([CH:14]2[CH2:16][CH2:15]2)[C:12]([S:17][CH2:18][C:19]2[N:20]=[C:21]([NH:24][C:25]([NH:27][C:28]3[CH:33]=[CH:32][C:31]([CH3:34])=[CH:30][C:29]=3[C:35]([CH:37]3[CH2:41][CH2:40][CH2:39][CH2:38]3)=[O:36])=[O:26])[S:22][CH:23]=2)=[N:11][N:10]=1)(C)(C)C.Cl. (6) The reactants are [C:1]([C:3]1[C:4]([C:15]2[CH:20]=[CH:19][C:18]([Cl:21])=[CH:17][C:16]=2[Cl:22])=[C:5]([C:12]([NH2:14])=[O:13])[S:6][C:7]=1S(C)(=O)=O)#[N:2].[OH:23][CH2:24][CH:25]1[O:30][CH2:29][CH2:28][NH:27][CH2:26]1. No catalyst specified. The product is [C:1]([C:3]1[C:4]([C:15]2[CH:20]=[CH:19][C:18]([Cl:21])=[CH:17][C:16]=2[Cl:22])=[C:5]([C:12]([NH2:14])=[O:13])[S:6][C:7]=1[N:27]1[CH2:28][CH2:29][O:30][CH:25]([CH2:24][OH:23])[CH2:26]1)#[N:2]. The yield is 0.660.